The task is: Regression. Given two drug SMILES strings and cell line genomic features, predict the synergy score measuring deviation from expected non-interaction effect.. This data is from NCI-60 drug combinations with 297,098 pairs across 59 cell lines. (1) Drug 1: COC1=C(C=C2C(=C1)N=CN=C2NC3=CC(=C(C=C3)F)Cl)OCCCN4CCOCC4. Drug 2: CC(CN1CC(=O)NC(=O)C1)N2CC(=O)NC(=O)C2. Cell line: OVCAR-4. Synergy scores: CSS=33.6, Synergy_ZIP=0.682, Synergy_Bliss=5.57, Synergy_Loewe=8.34, Synergy_HSA=9.58. (2) Drug 1: CC1=C2C(C(=O)C3(C(CC4C(C3C(C(C2(C)C)(CC1OC(=O)C(C(C5=CC=CC=C5)NC(=O)OC(C)(C)C)O)O)OC(=O)C6=CC=CC=C6)(CO4)OC(=O)C)OC)C)OC. Drug 2: C(CCl)NC(=O)N(CCCl)N=O. Cell line: SNB-75. Synergy scores: CSS=16.8, Synergy_ZIP=-9.23, Synergy_Bliss=-5.75, Synergy_Loewe=-30.2, Synergy_HSA=-6.94.